This data is from Full USPTO retrosynthesis dataset with 1.9M reactions from patents (1976-2016). The task is: Predict the reactants needed to synthesize the given product. Given the product [F:1][C:2]1[C:3]([C:9]2[CH:14]=[C:13]([NH:15][C:16]3[C:17]4[C:18](=[CH:22][NH:23][N:24]=4)[N:19]=[CH:20][CH:21]=3)[CH:12]=[CH:11][N:10]=2)=[N:4][C:5]([CH3:8])=[CH:6][CH:7]=1.[C:34]([OH:40])([C:36]([F:39])([F:38])[F:37])=[O:35], predict the reactants needed to synthesize it. The reactants are: [F:1][C:2]1[C:3]([C:9]2[CH:14]=[C:13]([NH:15][C:16]3[C:17]4[C:18](=[CH:22][N:23](CC5C=CC(OC)=CC=5)[N:24]=4)[N:19]=[CH:20][CH:21]=3)[CH:12]=[CH:11][N:10]=2)=[N:4][C:5]([CH3:8])=[CH:6][CH:7]=1.[C:34]([OH:40])([C:36]([F:39])([F:38])[F:37])=[O:35].